Dataset: Forward reaction prediction with 1.9M reactions from USPTO patents (1976-2016). Task: Predict the product of the given reaction. (1) Given the reactants [OH-].[Na+].[CH3:3][N:4]([CH2:11][C:12]1[CH:21]=[CH:20][C:15]([C:16]([O:18]C)=[O:17])=[CH:14][CH:13]=1)[C:5]1[CH:10]=[CH:9][CH:8]=[CH:7][CH:6]=1, predict the reaction product. The product is: [CH3:3][N:4]([CH2:11][C:12]1[CH:13]=[CH:14][C:15]([C:16]([OH:18])=[O:17])=[CH:20][CH:21]=1)[C:5]1[CH:6]=[CH:7][CH:8]=[CH:9][CH:10]=1. (2) Given the reactants [ClH:1].[F:2][C:3]1[CH:8]=[CH:7][N:6]=[C:5]([NH2:9])[CH:4]=1.[Br:10]N1C(=O)CCC1=O, predict the reaction product. The product is: [ClH:1].[Br:10][C:8]1[C:3]([F:2])=[CH:4][C:5]([NH2:9])=[N:6][CH:7]=1.[ClH:1].